From a dataset of Reaction yield outcomes from USPTO patents with 853,638 reactions. Predict the reaction yield, written as a fraction of the theoretical maximum amount of product (1.0 means a 100% yield; for example, 0.34 means a 34% yield). (1) The reactants are [F:1][C:2]([F:34])([CH2:29][C@@H:30]([CH3:33])[CH2:31][CH3:32])[CH:3]([OH:28])[CH2:4][CH2:5][C@H:6]1[C@H:10]([O:11][CH:12]2[CH2:17][CH2:16][CH2:15][CH2:14][O:13]2)[CH2:9][C@H:8]([OH:18])[C@@H:7]1[CH2:19][CH2:20][CH2:21][CH2:22][CH2:23][CH2:24][C:25]([OH:27])=[O:26].C(N(C(C)C)CC)(C)C.[CH2:44](Br)[C:45]1[CH:50]=[CH:49][CH:48]=[CH:47][CH:46]=1. The catalyst is C(#N)C. The product is [F:34][C:2]([F:1])([CH2:29][C@@H:30]([CH3:33])[CH2:31][CH3:32])[CH:3]([OH:28])[CH2:4][CH2:5][C@H:6]1[C@H:10]([O:11][CH:12]2[CH2:17][CH2:16][CH2:15][CH2:14][O:13]2)[CH2:9][C@H:8]([OH:18])[C@@H:7]1[CH2:19][CH2:20][CH2:21][CH2:22][CH2:23][CH2:24][C:25]([O:27][CH2:44][C:45]1[CH:50]=[CH:49][CH:48]=[CH:47][CH:46]=1)=[O:26]. The yield is 0.987. (2) The reactants are [CH2:1]([O:8][C:9]([N:11]1[CH2:15][CH2:14][CH2:13][CH:12]1[C:16](=[O:28])[CH:17](C(OC(C)(C)C)=O)[C:18](=[O:20])[CH3:19])=[O:10])[C:2]1[CH:7]=[CH:6][CH:5]=[CH:4][CH:3]=1.C1(C)C=CC=CC=1.O.C1(C)C=CC(S(O)(=O)=O)=CC=1. The catalyst is O. The product is [CH2:1]([O:8][C:9]([N:11]1[CH2:15][CH2:14][CH2:13][CH:12]1[C:16](=[O:28])[CH2:17][C:18](=[O:20])[CH3:19])=[O:10])[C:2]1[CH:7]=[CH:6][CH:5]=[CH:4][CH:3]=1. The yield is 0.950. (3) The catalyst is C(Cl)Cl. The reactants are [Cl:1][C:2]1[C:7]([O:8][CH2:9][CH:10]2[CH2:12][CH2:11]2)=[CH:6][N:5]=[C:4](SC)[N:3]=1.[CH:15]1C=C(Cl)C=C(C(OO)=O)C=1.[O-:26][S:27]([O-:29])=O.[Na+].[Na+].CC(OC)(C)C. The product is [Cl:1][C:2]1[C:7]([O:8][CH2:9][CH:10]2[CH2:11][CH2:12]2)=[CH:6][N:5]=[C:4]([S:27]([CH3:15])(=[O:29])=[O:26])[N:3]=1. The yield is 0.783. (4) The yield is 0.750. The product is [CH3:23][C:10]1[N:11]([CH2:18][C:19]([O:21][CH3:22])=[O:20])[C:12]2[C:17]([C:9]=1[C:6]1[CH:5]=[CH:4][C:3](=[O:2])[NH:8][CH:7]=1)=[CH:16][CH:15]=[CH:14][CH:13]=2. The catalyst is CO. The reactants are C[O:2][C:3]1[N:8]=[CH:7][C:6]([C:9]2[C:17]3[C:12](=[CH:13][CH:14]=[CH:15][CH:16]=3)[N:11]([CH2:18][C:19]([O:21][CH3:22])=[O:20])[C:10]=2[CH3:23])=[CH:5][CH:4]=1.Cl. (5) The reactants are [Cl:1][C:2]1[CH:28]=[CH:27][C:5]([CH2:6][NH:7][C:8]([C:10]2[C:11](=[O:26])[C:12]3[CH:20]=[C:19]([C:21]#[C:22][CH2:23][CH2:24][OH:25])[S:18][C:13]=3[N:14]([CH2:16][CH3:17])[CH:15]=2)=[O:9])=[CH:4][CH:3]=1. The catalyst is [Pd].C(Cl)Cl.CO. The product is [Cl:1][C:2]1[CH:3]=[CH:4][C:5]([CH2:6][NH:7][C:8]([C:10]2[C:11](=[O:26])[C:12]3[CH:20]=[C:19]([CH2:21][CH2:22][CH2:23][CH2:24][OH:25])[S:18][C:13]=3[N:14]([CH2:16][CH3:17])[CH:15]=2)=[O:9])=[CH:27][CH:28]=1. The yield is 0.810. (6) The product is [Cl:13][C:14]1[CH:19]=[CH:18][C:17]([CH:20]2[O:43][C:24]3([CH2:25][CH2:26][N:27]([C:30]([C:32]4[CH:37]=[CH:36][C:35]([O:38][CH:39]([CH3:40])[CH3:41])=[C:34]([CH3:42])[CH:33]=4)=[O:31])[CH2:28][CH2:29]3)[CH2:23][N:22]([CH2:7][CH:8]([F:10])[F:9])[CH2:21]2)=[CH:16][CH:15]=1. The yield is 1.00. The catalyst is C(O)C. The reactants are FC(F)(F)S(O[CH2:7][CH:8]([F:10])[F:9])(=O)=O.[Cl:13][C:14]1[CH:19]=[CH:18][C:17]([CH:20]2[O:43][C:24]3([CH2:29][CH2:28][N:27]([C:30]([C:32]4[CH:37]=[CH:36][C:35]([O:38][CH:39]([CH3:41])[CH3:40])=[C:34]([CH3:42])[CH:33]=4)=[O:31])[CH2:26][CH2:25]3)[CH2:23][NH:22][CH2:21]2)=[CH:16][CH:15]=1.C([O-])(O)=O.[Na+]. (7) The reactants are [Cl:1][C:2]1[CH:3]=[C:4]([NH:9][C:10]([N:12]2[CH2:17][CH2:16][N:15]([CH2:18][CH:19]3[CH2:24][NH:23][CH2:22][CH2:21][N:20]3[C:25]([O:27][CH2:28][C:29]3[CH:34]=[CH:33][CH:32]=[CH:31][CH:30]=3)=[O:26])[CH2:14][CH2:13]2)=[O:11])[CH:5]=[CH:6][C:7]=1[Cl:8].[CH:35](=O)[CH3:36].ClC1C=C(NC(N2CCN(C[C@@H]3OCCN(CCC4C=NC=CC=4)C3)CC2)=O)C=CC=1Cl. No catalyst specified. The product is [Cl:1][C:2]1[CH:3]=[C:4]([NH:9][C:10]([N:12]2[CH2:13][CH2:14][N:15]([CH2:18][CH:19]3[CH2:24][N:23]([CH2:35][CH3:36])[CH2:22][CH2:21][N:20]3[C:25]([O:27][CH2:28][C:29]3[CH:30]=[CH:31][CH:32]=[CH:33][CH:34]=3)=[O:26])[CH2:16][CH2:17]2)=[O:11])[CH:5]=[CH:6][C:7]=1[Cl:8]. The yield is 0.180. (8) The reactants are [OH:1][C@@H:2]1[CH2:15][C@H:14]2[C@H:5]([C@H:6]3[C@H:11]([CH2:12][CH2:13]2)[CH2:10][C@:9]2([CH3:20])[C:16](=[O:19])[CH2:17][CH2:18][C@H:8]2[CH2:7]3)[CH2:4][CH2:3]1.[I-].[CH3:22][S+](C)C.CC(C)([O-])C.[K+].O. The catalyst is CS(C)=O. The product is [CH3:20][C@@:9]12[C@:16]3([CH2:22][O:19]3)[CH2:17][CH2:18][C@H:8]1[CH2:7][C@@H:6]1[C@H:11]([CH2:12][CH2:13][C@@H:14]3[C@H:5]1[CH2:4][CH2:3][C@H:2]([OH:1])[CH2:15]3)[CH2:10]2. The yield is 0.720. (9) The reactants are C([O:4][CH2:5][C:6]([N:8]1[CH2:17][CH2:16][C:15]2[C:10](=[CH:11][CH:12]=[C:13]([N:18]3[CH2:22][C@H:21]([CH2:23][NH:24][C:25](=[O:27])[CH3:26])[O:20][C:19]3=[O:28])[CH:14]=2)[CH2:9]1)=[O:7])(=O)C.C([O-])([O-])=O.[K+].[K+].Cl. The catalyst is CO. The product is [OH:4][CH2:5][C:6]([N:8]1[CH2:17][CH2:16][C:15]2[C:10](=[CH:11][CH:12]=[C:13]([N:18]3[CH2:22][C@H:21]([CH2:23][NH:24][C:25](=[O:27])[CH3:26])[O:20][C:19]3=[O:28])[CH:14]=2)[CH2:9]1)=[O:7]. The yield is 0.710. (10) The reactants are I[CH2:2][CH3:3].[Cl:4][C:5]1[CH:10]=[CH:9][CH:8]=[CH:7][C:6]=1[N:11]1[C:19](=[O:20])[C:18]2[C@@H:17]3[C:21]([CH3:23])([CH3:22])[C@@:14]([CH3:24])([CH2:15][CH2:16]3)[C:13]=2[NH:12]1.C(=O)([O-])[O-].[K+].[K+]. The catalyst is CN(C)C=O.C(OCC)(=O)C. The product is [Cl:4][C:5]1[CH:10]=[CH:9][CH:8]=[CH:7][C:6]=1[N:11]1[C:19]([O:20][CH2:2][CH3:3])=[C:18]2[C:13]([C:14]3([CH3:24])[C:21]([CH3:23])([CH3:22])[CH:17]2[CH2:16][CH2:15]3)=[N:12]1.[Cl:4][C:5]1[CH:10]=[CH:9][CH:8]=[CH:7][C:6]=1[N:11]1[C:19](=[O:20])[C:18]2[C@@H:17]3[C:21]([CH3:23])([CH3:22])[C@@:14]([CH3:24])([CH2:15][CH2:16]3)[C:13]=2[N:12]1[CH2:2][CH3:3]. The yield is 0.160.